This data is from Reaction yield outcomes from USPTO patents with 853,638 reactions. The task is: Predict the reaction yield, written as a fraction of the theoretical maximum amount of product (1.0 means a 100% yield; for example, 0.34 means a 34% yield). (1) The reactants are [NH:1]1[CH2:5][CH2:4][CH2:3][CH2:2]1.[Cl:6][C:7]1[C:12](Cl)=[CH:11][C:10]([NH2:14])=[C:9]([N+:15]([O-:17])=[O:16])[CH:8]=1. The catalyst is O. The product is [Cl:6][C:7]1[C:12]([N:1]2[CH2:5][CH2:4][CH2:3][CH2:2]2)=[CH:11][C:10]([NH2:14])=[C:9]([N+:15]([O-:17])=[O:16])[CH:8]=1. The yield is 0.990. (2) The reactants are [CH3:1][O:2][C:3]1[CH:4]=[C:5]([CH:20]=[CH:21][C:22]=1[O:23][CH3:24])[C:6]([N:8]1[C:17]2[C:12](=[CH:13][CH:14]=[CH:15][CH:16]=2)[C@H:11](O)[CH2:10][C@@H:9]1[CH3:19])=[O:7].[NH:25]1[C:34]2[C:29](=[CH:30][CH:31]=[CH:32][CH:33]=2)[CH2:28][CH2:27][CH2:26]1. No catalyst specified. The product is [CH3:1][O:2][C:3]1[CH:4]=[C:5]([CH:20]=[CH:21][C:22]=1[O:23][CH3:24])[C:6]([N:8]1[C:17]2[C:12](=[CH:13][CH:14]=[CH:15][CH:16]=2)[CH:11]([N:25]2[C:34]3[CH:29]([CH2:30][CH:31]=[CH:32][CH:33]=3)[CH2:28][CH2:27][CH2:26]2)[CH2:10][CH:9]1[CH3:19])=[O:7]. The yield is 0.400. (3) The reactants are [F:1][C:2]1[CH:3]=[C:4]2[C:9](=[CH:10][C:11]=1[C:12]1[CH:17]=[CH:16][CH:15]=[C:14]([S:18]([CH3:21])(=[O:20])=[O:19])[CH:13]=1)[N:8]=[C:7]([C:22]1[CH:23]=[N:24][C:25]([NH:28]C(=O)OC(C)(C)C)=[N:26][CH:27]=1)[N:6]=[C:5]2[N:36]1[CH2:41][CH2:40][O:39][CH2:38][CH2:37]1.Cl. The catalyst is O1CCOCC1. The product is [F:1][C:2]1[CH:3]=[C:4]2[C:9](=[CH:10][C:11]=1[C:12]1[CH:17]=[CH:16][CH:15]=[C:14]([S:18]([CH3:21])(=[O:20])=[O:19])[CH:13]=1)[N:8]=[C:7]([C:22]1[CH:23]=[N:24][C:25]([NH2:28])=[N:26][CH:27]=1)[N:6]=[C:5]2[N:36]1[CH2:41][CH2:40][O:39][CH2:38][CH2:37]1. The yield is 0.0700.